From a dataset of NCI-60 drug combinations with 297,098 pairs across 59 cell lines. Regression. Given two drug SMILES strings and cell line genomic features, predict the synergy score measuring deviation from expected non-interaction effect. (1) Drug 1: C1=NC2=C(N1)C(=S)N=C(N2)N. Drug 2: C1=CC=C(C(=C1)C(C2=CC=C(C=C2)Cl)C(Cl)Cl)Cl. Cell line: SNB-19. Synergy scores: CSS=6.02, Synergy_ZIP=-1.89, Synergy_Bliss=-2.36, Synergy_Loewe=-4.27, Synergy_HSA=-3.03. (2) Drug 1: C1=CC=C(C=C1)NC(=O)CCCCCCC(=O)NO. Drug 2: C1=NC2=C(N1)C(=S)N=CN2. Cell line: IGROV1. Synergy scores: CSS=11.4, Synergy_ZIP=-1.34, Synergy_Bliss=5.87, Synergy_Loewe=4.16, Synergy_HSA=4.38. (3) Drug 1: COC1=C(C=C2C(=C1)N=CN=C2NC3=CC(=C(C=C3)F)Cl)OCCCN4CCOCC4. Drug 2: CCN(CC)CCNC(=O)C1=C(NC(=C1C)C=C2C3=C(C=CC(=C3)F)NC2=O)C. Cell line: LOX IMVI. Synergy scores: CSS=8.90, Synergy_ZIP=-4.34, Synergy_Bliss=-2.92, Synergy_Loewe=-3.88, Synergy_HSA=-1.53. (4) Drug 1: C1CC(C1)(C(=O)O)C(=O)O.[NH2-].[NH2-].[Pt+2]. Drug 2: CS(=O)(=O)CCNCC1=CC=C(O1)C2=CC3=C(C=C2)N=CN=C3NC4=CC(=C(C=C4)OCC5=CC(=CC=C5)F)Cl. Cell line: LOX IMVI. Synergy scores: CSS=-8.64, Synergy_ZIP=2.04, Synergy_Bliss=-1.15, Synergy_Loewe=-10.7, Synergy_HSA=-10.0. (5) Drug 1: C1CN1C2=NC(=NC(=N2)N3CC3)N4CC4. Drug 2: CC(C)NC(=O)C1=CC=C(C=C1)CNNC.Cl. Cell line: SW-620. Synergy scores: CSS=4.68, Synergy_ZIP=-6.51, Synergy_Bliss=-4.57, Synergy_Loewe=-16.3, Synergy_HSA=-4.48.